This data is from Catalyst prediction with 721,799 reactions and 888 catalyst types from USPTO. The task is: Predict which catalyst facilitates the given reaction. (1) Reactant: [C:1]([C:5]1[CH:6]=[CH:7][CH:8]=[C:9]2[C:14]=1[N:13]=[C:12](/[CH:15]=[N:16]/[NH:17][C:18]1[CH:27]=[CH:26][C:21]([C:22]([O:24]C)=[O:23])=[CH:20][N:19]=1)[CH:11]=[CH:10]2)([CH3:4])([CH3:3])[CH3:2].C(O)(=O)C.C(O)(=O)C.IC1C=CC=CC=1.C1COCC1.O.O[Li].O. Product: [C:1]([C:5]1[CH:6]=[CH:7][CH:8]=[C:9]2[C:14]=1[N:13]=[C:12]([C:15]1[N:19]3[CH:20]=[C:21]([C:22]([OH:24])=[O:23])[CH:26]=[CH:27][C:18]3=[N:17][N:16]=1)[CH:11]=[CH:10]2)([CH3:4])([CH3:3])[CH3:2]. The catalyst class is: 2. (2) Reactant: C(=O)([O-])[O-].[Cs+].[Cs+].FC(F)(F)S(O[CH2:13][C:14]([F:17])([F:16])[F:15])(=O)=O.[Br:20][C:21]1[C:22]([C:28]2[S:29][CH:30]=[CH:31][CH:32]=2)=[N:23][NH:24][C:25]=1[CH:26]=[O:27].O. Product: [Br:20][C:21]1[C:22]([C:28]2[S:29][CH:30]=[CH:31][CH:32]=2)=[N:23][N:24]([CH2:13][C:14]([F:15])([F:16])[F:17])[C:25]=1[CH:26]=[O:27]. The catalyst class is: 9. (3) Reactant: [OH:1][CH2:2][C@H:3]1[NH:7][C:6](=[O:8])[CH2:5][CH2:4]1.C(N(CC)CC)C.[C:16]1([CH3:26])[CH:21]=[CH:20][C:19]([S:22](Cl)(=[O:24])=[O:23])=[CH:18][CH:17]=1.CN(C1C=CC=CN=1)C. Product: [O:8]=[C:6]1[NH:7][C@H:3]([CH2:2][O:1][S:22]([C:19]2[CH:20]=[CH:21][C:16]([CH3:26])=[CH:17][CH:18]=2)(=[O:24])=[O:23])[CH2:4][CH2:5]1. The catalyst class is: 4. (4) Reactant: [F:1][C:2]1[CH:40]=[CH:39][C:5]([CH2:6][N:7]2[C:11]3[CH:12]=[N:13][C:14]4[C:15](=[O:29])[N:16]([O:20]COCC[Si](C)(C)C)[CH2:17][CH2:18][C:19]=4[C:10]=3[C:9]([CH2:30][CH2:31][CH2:32][N:33]3[CH2:38][CH2:37][O:36][CH2:35][CH2:34]3)=[CH:8]2)=[CH:4][CH:3]=1.[ClH:41].O1CCOCC1. Product: [F:1][C:2]1[CH:3]=[CH:4][C:5]([CH2:6][N:7]2[C:11]3[CH:12]=[N:13][C:14]4[C:15](=[O:29])[N:16]([OH:20])[CH2:17][CH2:18][C:19]=4[C:10]=3[C:9]([CH2:30][CH2:31][CH2:32][N:33]3[CH2:38][CH2:37][O:36][CH2:35][CH2:34]3)=[CH:8]2)=[CH:39][CH:40]=1.[ClH:41]. The catalyst class is: 5. (5) Reactant: [NH2:1][C:2]1[CH:7]=[CH:6][C:5]([N:8]2[C:12]3[C:13]4[S:17][C:16]([NH:18][C:19](=[O:21])[CH3:20])=[N:15][C:14]=4[CH2:22][CH2:23][C:11]=3[C:10]([CH:24]3[CH2:26][CH2:25]3)=[N:9]2)=[C:4]([Cl:27])[CH:3]=1.[C:28]([N:35]1[CH2:40][CH2:39][CH:38]([CH:41]=O)[CH2:37][CH2:36]1)([O:30][C:31]([CH3:34])([CH3:33])[CH3:32])=[O:29].C(O[BH-](OC(=O)C)OC(=O)C)(=O)C.[Na+].C(O)(=O)C.C(=O)([O-])[O-].[K+].[K+]. Product: [C:19]([NH:18][C:16]1[S:17][C:13]2[C:12]3[N:8]([C:5]4[CH:6]=[CH:7][C:2]([NH:1][CH2:41][CH:38]5[CH2:39][CH2:40][N:35]([C:28]([O:30][C:31]([CH3:32])([CH3:34])[CH3:33])=[O:29])[CH2:36][CH2:37]5)=[CH:3][C:4]=4[Cl:27])[N:9]=[C:10]([CH:24]4[CH2:25][CH2:26]4)[C:11]=3[CH2:23][CH2:22][C:14]=2[N:15]=1)(=[O:21])[CH3:20]. The catalyst class is: 68. (6) Reactant: C(OC([N:8]1[CH2:13][CH2:12][O:11][C:10]2[CH:14]=[C:15](/[CH:18]=[CH:19]/[C:20]([OH:22])=[O:21])[CH:16]=[N:17][C:9]1=2)=O)(C)(C)C.[Li+].[OH-]. Product: [O:11]1[CH2:12][CH2:13][NH:8][C:9]2[N:17]=[CH:16][C:15](/[CH:18]=[CH:19]/[C:20]([OH:22])=[O:21])=[CH:14][C:10]1=2. The catalyst class is: 89.